Dataset: Full USPTO retrosynthesis dataset with 1.9M reactions from patents (1976-2016). Task: Predict the reactants needed to synthesize the given product. (1) Given the product [CH3:6][C:7]1([CH3:24])[C:16]2[C:11](=[CH:12][C:13]([C:17](=[CH2:1])[CH2:18][CH2:19][CH2:20][CH2:21][CH3:22])=[CH:14][CH:15]=2)[S:10][CH2:9][CH2:8]1, predict the reactants needed to synthesize it. The reactants are: [CH2:1]([Li])CCC.[CH3:6][C:7]1([CH3:24])[C:16]2[C:11](=[CH:12][C:13]([C:17](=O)[CH2:18][CH2:19][CH2:20][CH2:21][CH3:22])=[CH:14][CH:15]=2)[S:10][CH2:9][CH2:8]1. (2) Given the product [CH3:24][S:25]([O:1][CH2:2][CH2:3][C@@H:4]([NH:16][C:17]([O:18][C:19]([CH3:20])([CH3:22])[CH3:21])=[O:23])[CH2:5][C:6]1[CH:7]=[CH:8][C:9]([C:12]([F:15])([F:14])[F:13])=[CH:10][CH:11]=1)(=[O:27])=[O:26], predict the reactants needed to synthesize it. The reactants are: [OH:1][CH2:2][CH2:3][C@@H:4]([NH:16][C:17](=[O:23])[O:18][C:19]([CH3:22])([CH3:21])[CH3:20])[CH2:5][C:6]1[CH:11]=[CH:10][C:9]([C:12]([F:15])([F:14])[F:13])=[CH:8][CH:7]=1.[CH3:24][S:25](Cl)(=[O:27])=[O:26].CCN(CC)CC.[Na+].[Cl-]. (3) Given the product [NH2:6][CH2:5][C:4]1[CH:7]=[CH:8][C:9]([I:10])=[C:2]([OH:1])[CH:3]=1, predict the reactants needed to synthesize it. The reactants are: [OH:1][C:2]1[CH:3]=[C:4]([CH:7]=[CH:8][C:9]=1[I:10])[C:5]#[N:6].B.C1COCC1. (4) Given the product [CH2:7]([NH:6][CH2:36][C:38]1[S:42][C:41]([B:43]([OH:45])[OH:44])=[CH:40][CH:39]=1)[CH2:8][CH2:9][CH2:10][CH3:11], predict the reactants needed to synthesize it. The reactants are: C(S([N:6]1[CH2:11][CH2:10][CH:9](C2C3C(=C(C(N)=O)C=C(C4SC(CNCC(C)CC)=CC=4)C=3)NC=2)[CH2:8][CH2:7]1)(=O)=O)C.[CH:36]([C:38]1[S:42][C:41]([B:43]([OH:45])[OH:44])=[CH:40][CH:39]=1)=O.C(N)CCCC.[BH3-]C#N.[Na+]. (5) Given the product [N:4]1[CH:3]=[CH:8][CH:7]=[C:6]([CH2:9][NH:11][C:34]([C:27]2[N:26]=[C:25]([CH2:24][CH2:23][N:17]3[CH2:22][CH2:21][O:20][CH2:19][CH2:18]3)[N:29]3[CH:30]=[CH:31][CH:32]=[CH:33][C:28]=23)=[O:35])[CH:5]=1, predict the reactants needed to synthesize it. The reactants are: NC[C:3]1[CH:8]=[CH:7][CH:6]=[CH:5][N:4]=1.[CH2:9]([N:11](CC)CC)C.Cl.[N:17]1([CH2:23][CH2:24][C:25]2[N:29]3[CH:30]=[CH:31][CH:32]=[CH:33][C:28]3=[C:27]([C:34](Cl)=[O:35])[N:26]=2)[CH2:22][CH2:21][O:20][CH2:19][CH2:18]1. (6) Given the product [C:31]([C:26]1[CH:27]=[C:28]2[C:23](=[C:24]([F:35])[CH:25]=1)[C:22](=[O:36])[N:21]([C:7]1[CH:8]=[CH:9][CH:10]=[C:11]([C:38]3[CH:39]=[C:40]([NH:46][C:47]4[CH:52]=[CH:51][C:50]([O:53][C:54]([CH3:59])([CH3:60])[CH2:55][N:56]([CH3:57])[CH3:58])=[CH:49][N:48]=4)[C:41](=[O:45])[N:42]([CH3:44])[N:43]=3)[C:6]=1[CH2:5][O:4][C:1](=[O:3])[CH3:2])[N:30]=[CH:29]2)([CH3:33])([CH3:34])[CH3:32], predict the reactants needed to synthesize it. The reactants are: [C:1]([O:4][CH2:5][C:6]1[C:11](B2OC(C)(C)C(C)(C)O2)=[CH:10][CH:9]=[CH:8][C:7]=1[N:21]1[N:30]=[CH:29][C:28]2[C:23](=[C:24]([F:35])[CH:25]=[C:26]([C:31]([CH3:34])([CH3:33])[CH3:32])[CH:27]=2)[C:22]1=[O:36])(=[O:3])[CH3:2].Cl[C:38]1[CH:39]=[C:40]([NH:46][C:47]2[CH:52]=[CH:51][C:50]([O:53][C:54]([CH3:60])([CH3:59])[CH2:55][N:56]([CH3:58])[CH3:57])=[CH:49][N:48]=2)[C:41](=[O:45])[N:42]([CH3:44])[N:43]=1.CC(C1C=C(C(C)C)C(C2C=CC=CC=2P(C2CCCCC2)C2CCCCC2)=C(C(C)C)C=1)C.[O-]P([O-])([O-])=O.[K+].[K+].[K+]. (7) Given the product [CH3:10][O:11][C:12]1[CH:13]=[C:14]2[C:19](=[CH:20][CH:21]=1)[N:18]=[C:3]([CH2:2][C:1]([O:7][CH2:8][CH3:9])=[O:6])[CH:5]=[CH:15]2, predict the reactants needed to synthesize it. The reactants are: [C:1]([O:7][CH2:8][CH3:9])(=[O:6])[CH2:2][C:3]([CH3:5])=O.[CH3:10][O:11][C:12]1[CH:13]=[C:14]2[C:19](=[CH:20][CH:21]=1)[N+:18]([O-])=CC=[CH:15]2.Cl. (8) Given the product [C:11]([C:12]1[CH:17]=[C:16]([C:18]2[NH:1][C:2]3[N:6]([N:5]=[CH:4][C:3]=3[C:7]#[N:8])[C:20](=[O:21])[CH:19]=2)[CH:15]=[CH:14][C:13]=1[OH:9])#[N:10], predict the reactants needed to synthesize it. The reactants are: [NH2:1][C:2]1[NH:6][N:5]=[CH:4][C:3]=1[C:7]#[N:8].[O:9]1[C:13]2[CH:14]=[CH:15][C:16]([C:18](=O)[CH2:19][C:20](OCC)=[O:21])=[CH:17][C:12]=2[CH:11]=[N:10]1.CC1C=CC(S(O)(=O)=O)=CC=1.CO. (9) Given the product [Cl:1][C:2]1[CH:3]=[C:4]([N:8]2[C:12]([C:13]3[CH:18]=[CH:17][CH:16]=[CH:15][C:14]=3[F:19])=[CH:11][C:10]([C:20]([N:46]3[CH2:50][C:49](=[O:51])[NH:48][CH2:47]3)=[O:22])=[N:9]2)[CH:5]=[CH:6][CH:7]=1, predict the reactants needed to synthesize it. The reactants are: [Cl:1][C:2]1[CH:3]=[C:4]([N:8]2[C:12]([C:13]3[CH:18]=[CH:17][CH:16]=[CH:15][C:14]=3[F:19])=[CH:11][C:10]([C:20]([OH:22])=O)=[N:9]2)[CH:5]=[CH:6][CH:7]=1.ClC1C=C(N2C(C3C=C(F)C=C(Cl)C=3)=CC(C([N:46]3[CH2:50][C:49](=[O:51])[NH:48][CH2:47]3)=O)=N2)C=CC=1F. (10) Given the product [CH2:1]([N:3]1[C:8]2[CH:9]=[C:10]([C:14]3[CH:15]=[C:16]([CH:19]=[CH:20][C:21]=3[O:22][CH2:34][C:33]([F:53])([F:52])[F:32])[CH:17]=[O:18])[C:11]([CH3:13])=[CH:12][C:7]=2[O:6][C:5]([CH3:24])([CH3:23])[C:4]1=[O:25])[CH3:2], predict the reactants needed to synthesize it. The reactants are: [CH2:1]([N:3]1[C:8]2[CH:9]=[C:10]([C:14]3[CH:15]=[C:16]([CH:19]=[CH:20][C:21]=3[OH:22])[CH:17]=[O:18])[C:11]([CH3:13])=[CH:12][C:7]=2[O:6][C:5]([CH3:24])([CH3:23])[C:4]1=[O:25])[CH3:2].C(=O)([O-])[O-].[K+].[K+].[F:32][C:33]([F:53])([F:52])[C:34](F)(F)C(F)(F)C(F)(F)S(O[CH2:34][C:33]([F:53])([F:52])[F:32])(=O)=O.